From a dataset of Catalyst prediction with 721,799 reactions and 888 catalyst types from USPTO. Predict which catalyst facilitates the given reaction. (1) Reactant: [CH3:1][C:2]1[N:3]=[C:4]([CH2:7][C:8]#[N:9])[S:5][CH:6]=1.[C:10]1(=O)[CH2:14][CH2:13][CH2:12][CH2:11]1.C([O-])(O)=O.[Na+].CCOC(C)=O. Product: [C:10]1(=[C:7]([C:4]2[S:5][CH:6]=[C:2]([CH3:1])[N:3]=2)[C:8]#[N:9])[CH2:14][CH2:13][CH2:12][CH2:11]1. The catalyst class is: 11. (2) Product: [F:17][C:16]([F:19])([F:18])[C:14]1[S:13][C:12]2[C:7]([C:20]([OH:22])=[O:21])=[CH:8][CH:9]=[CH:10][C:11]=2[CH:15]=1. Reactant: C([Li])CCC.Br[C:7]1[C:12]2[S:13][C:14]([C:16]([F:19])([F:18])[F:17])=[CH:15][C:11]=2[CH:10]=[CH:9][CH:8]=1.[C:20](=[O:22])=[O:21].Cl. The catalyst class is: 7. (3) Reactant: [C:1]([O:5][C:6]([NH:8][C@@H:9]1[CH2:11][C@H:10]1[C:12]1[CH:13]=[CH:14][C:15]([F:22])=[C:16]([CH:21]=1)[C:17]([O:19]C)=[O:18])=[O:7])([CH3:4])([CH3:3])[CH3:2].[OH-].[Na+].Cl. Product: [C:1]([O:5][C:6]([NH:8][C@@H:9]1[CH2:11][C@H:10]1[C:12]1[CH:13]=[CH:14][C:15]([F:22])=[C:16]([CH:21]=1)[C:17]([OH:19])=[O:18])=[O:7])([CH3:4])([CH3:2])[CH3:3]. The catalyst class is: 5. (4) Reactant: [F:1][C:2]1[CH:7]=[CH:6][CH:5]=[C:4]([F:8])[C:3]=1[N:9]1[C:14]2[N:15]=[C:16]([S:34][CH3:35])[N:17]=[C:18]([C:19]3[CH:20]=[C:21]([NH:26][C:27]([C:29]4[CH:33]=[CH:32][S:31][CH:30]=4)=[O:28])[CH:22]=[CH:23][C:24]=3[CH3:25])[C:13]=2[CH2:12][NH:11][C:10]1=[O:36].ClC1C=C(C=CC=1)C(OO)=[O:42]. The catalyst class is: 59. Product: [F:8][C:4]1[CH:5]=[CH:6][CH:7]=[C:2]([F:1])[C:3]=1[N:9]1[C:14]2[N:15]=[C:16]([S:34]([CH3:35])=[O:42])[N:17]=[C:18]([C:19]3[CH:20]=[C:21]([NH:26][C:27]([C:29]4[CH:33]=[CH:32][S:31][CH:30]=4)=[O:28])[CH:22]=[CH:23][C:24]=3[CH3:25])[C:13]=2[CH2:12][NH:11][C:10]1=[O:36]. (5) Reactant: C[Mg]Br.[CH2:4](OCC)C.[F:9][C:10]1[CH:15]=[CH:14][C:13]([N:16]2[CH2:21][CH2:20][N:19]3[N:22]=[C:23]([CH:25]=[O:26])[CH:24]=[C:18]3[C:17]2=[O:27])=[CH:12][CH:11]=1.[NH4+].[Cl-]. Product: [F:9][C:10]1[CH:15]=[CH:14][C:13]([N:16]2[CH2:21][CH2:20][N:19]3[N:22]=[C:23]([CH:25]([OH:26])[CH3:4])[CH:24]=[C:18]3[C:17]2=[O:27])=[CH:12][CH:11]=1. The catalyst class is: 242.